The task is: Regression. Given a peptide amino acid sequence and an MHC pseudo amino acid sequence, predict their binding affinity value. This is MHC class II binding data.. This data is from Peptide-MHC class II binding affinity with 134,281 pairs from IEDB. The peptide sequence is AVVYRGTTTYKLNVG. The MHC is DRB1_0101 with pseudo-sequence DRB1_0101. The binding affinity (normalized) is 0.746.